Dataset: CYP2D6 inhibition data for predicting drug metabolism from PubChem BioAssay. Task: Regression/Classification. Given a drug SMILES string, predict its absorption, distribution, metabolism, or excretion properties. Task type varies by dataset: regression for continuous measurements (e.g., permeability, clearance, half-life) or binary classification for categorical outcomes (e.g., BBB penetration, CYP inhibition). Dataset: cyp2d6_veith. The result is 1 (inhibitor). The molecule is O=C(c1ccncc1)N1CCC2(CCCN(c3cccc(-c4ccccc4)c3)C2)CC1.